This data is from Full USPTO retrosynthesis dataset with 1.9M reactions from patents (1976-2016). The task is: Predict the reactants needed to synthesize the given product. (1) Given the product [Br:1][C:2]1[CH:9]=[CH:8][C:7]([F:10])=[CH:6][C:3]=1[CH2:4][NH2:5], predict the reactants needed to synthesize it. The reactants are: [Br:1][C:2]1[CH:9]=[CH:8][C:7]([F:10])=[CH:6][C:3]=1[C:4]#[N:5].[BH4-].[Na+].C(O)(C(F)(F)F)=O.CO. (2) Given the product [CH3:26][O:25][C:20]1[CH:21]=[CH:22][CH:23]=[CH:24][C:19]=1[C:18]1[N:14]2[C:15]([S:27][CH2:2][C:3]([C:5]3[CH:10]=[CH:9][C:8]([CH3:11])=[C:7]([CH3:12])[CH:6]=3)=[N:13]2)=[N:16][N:17]=1, predict the reactants needed to synthesize it. The reactants are: Br[CH2:2][C:3]([C:5]1[CH:10]=[CH:9][C:8]([CH3:11])=[C:7]([CH3:12])[CH:6]=1)=O.[NH2:13][N:14]1[C:18]([C:19]2[CH:24]=[CH:23][CH:22]=[CH:21][C:20]=2[O:25][CH3:26])=[N:17][N:16]=[C:15]1[SH:27].C(O)(C)C. (3) Given the product [CH2:1]([O:3][C:4]([C:6]1[CH:10]=[C:9]([C:11]2[CH:16]=[CH:15][C:14]([C:36]#[C:35][Si:32]([CH3:34])([CH3:33])[CH3:31])=[CH:13][N:12]=2)[N:8]([C:25]2[CH:26]=[N:27][CH:28]=[CH:29][CH:30]=2)[N:7]=1)=[O:5])[CH3:2], predict the reactants needed to synthesize it. The reactants are: [CH2:1]([O:3][C:4]([C:6]1[CH:10]=[C:9]([C:11]2[CH:16]=[CH:15][C:14](OS(C(F)(F)F)(=O)=O)=[CH:13][N:12]=2)[N:8]([C:25]2[CH:26]=[N:27][CH:28]=[CH:29][CH:30]=2)[N:7]=1)=[O:5])[CH3:2].[CH3:31][Si:32]([C:35]#[CH:36])([CH3:34])[CH3:33].O.